This data is from Full USPTO retrosynthesis dataset with 1.9M reactions from patents (1976-2016). The task is: Predict the reactants needed to synthesize the given product. (1) Given the product [CH2:50]([N:41]([CH2:42][CH2:43][C:44]1[CH:45]=[CH:46][CH:47]=[CH:48][CH:49]=1)[CH2:40][CH2:39][CH2:38][CH2:37][CH2:36][CH2:35][CH2:34][CH2:33][C:32]([OH:57])=[O:31])[C:51]1[CH:52]=[CH:53][CH:54]=[CH:55][CH:56]=1, predict the reactants needed to synthesize it. The reactants are: COC(=O)CCCCCCCC=O.C(NCCC1C=CC=CC=1)C1C=CC=CC=1.C[O:31][C:32](=[O:57])[CH2:33][CH2:34][CH2:35][CH2:36][CH2:37][CH2:38][CH2:39][CH2:40][N:41]([CH2:50][C:51]1[CH:56]=[CH:55][CH:54]=[CH:53][CH:52]=1)[CH2:42][CH2:43][C:44]1[CH:49]=[CH:48][CH:47]=[CH:46][CH:45]=1. (2) Given the product [F:13][C:10]([F:11])([F:12])[C:8]1[CH:7]=[C:6]([C@H:14]([O:16][C@@H:17]2[C@@H:18]([C:27]3[CH:32]=[CH:31][C:30]([F:33])=[CH:29][CH:28]=3)[C@H:19]3[N:20]([C:24](=[O:26])[CH2:23][CH2:22]3)[CH2:21]2)[CH3:15])[CH:5]=[C:4]([C:3]([F:34])([F:35])[F:2])[CH:9]=1, predict the reactants needed to synthesize it. The reactants are: Cl.[F:2][C:3]([F:35])([F:34])[C:4]1[CH:5]=[C:6]([C@H:14]([O:16][C@H:17]2[CH2:21][NH:20][C@@H:19]([CH2:22][CH2:23][C:24]([OH:26])=O)[C@@H:18]2[C:27]2[CH:32]=[CH:31][C:30]([F:33])=[CH:29][CH:28]=2)[CH3:15])[CH:7]=[C:8]([C:10]([F:13])([F:12])[F:11])[CH:9]=1.CCN(C(C)C)C(C)C.C(Cl)CCl. (3) Given the product [CH3:2][C:3]1[C:4](=[O:5])[C:6]2[C:11]([C:12](=[O:13])[C:24]=1[CH2:23][C:20]1[CH:21]=[CH:22][C:17]([O:16][C:15]([F:28])([F:27])[F:14])=[CH:18][CH:19]=1)=[CH:10][CH:9]=[CH:8][CH:7]=2, predict the reactants needed to synthesize it. The reactants are: C[C:2]1[C:12](=[O:13])[C:11]2[CH:10]=[CH:9][CH:8]=[CH:7][C:6]=2[C:4](=[O:5])[CH:3]=1.[F:14][C:15]([F:28])([F:27])[O:16][C:17]1[CH:22]=[CH:21][C:20]([CH2:23][C:24](O)=O)=[CH:19][CH:18]=1.[K+].[Br-]. (4) The reactants are: [CH:1]12[CH2:10][C:5]3([C:11]([O:13]C)=[O:12])[CH2:6][CH:7]([CH2:9][CH:3]([CH2:4]3)[N:2]1[C:15]([O:17][C:18]([CH3:21])([CH3:20])[CH3:19])=[O:16])[CH2:8]2.C1COCC1.O.[Li+].[OH-]. Given the product [C:18]([O:17][C:15]([N:2]1[CH:3]2[CH2:9][CH:7]3[CH2:6][C:5]([C:11]([OH:13])=[O:12])([CH2:10][CH:1]1[CH2:8]3)[CH2:4]2)=[O:16])([CH3:21])([CH3:19])[CH3:20], predict the reactants needed to synthesize it. (5) Given the product [NH2:5][C:6]1[C:19]2[C:18](=[O:20])[C:17]3[C:12](=[CH:13][CH:14]=[CH:15][C:16]=3[NH2:21])[C:11](=[O:26])[C:10]=2[CH:9]=[CH:8][CH:7]=1, predict the reactants needed to synthesize it. The reactants are: ClCC([NH:5][C:6]1[C:19]2[C:18](=[O:20])[C:17]3[C:12](=[CH:13][CH:14]=[CH:15][C:16]=3[NH:21]C(=O)CCl)[C:11](=[O:26])[C:10]=2[CH:9]=[CH:8][CH:7]=1)=O.[N+](C1C2C(=O)C3C(=CC=CC=3[N+]([O-])=O)C(=O)C=2C=CC=1)([O-])=O.O.O.O.O.O.O.O.O.O.[S-2].[Na+].[Na+].[OH-].[Na+].